This data is from Forward reaction prediction with 1.9M reactions from USPTO patents (1976-2016). The task is: Predict the product of the given reaction. (1) Given the reactants [NH2:1][C:2]1[N:11]=[C:10]([O:12][CH2:13][C:14]([F:17])([F:16])[F:15])[C:9]2[C:4](=[CH:5][CH:6]=[C:7](Br)[CH:8]=2)[N:3]=1.[C:19]([NH:22][C:23]1[CH:28]=[CH:27][C:26](B(O)O)=[CH:25][CH:24]=1)(=[O:21])[CH3:20].FC1C=CC(C2C=C3C(=CC=2)N=CN=C3O)=CC=1, predict the reaction product. The product is: [NH2:1][C:2]1[N:11]=[C:10]([O:12][CH2:13][C:14]([F:17])([F:16])[F:15])[C:9]2[C:4](=[CH:5][CH:6]=[C:7]([C:26]3[CH:27]=[CH:28][C:23]([NH:22][C:19](=[O:21])[CH3:20])=[CH:24][CH:25]=3)[CH:8]=2)[N:3]=1. (2) Given the reactants [Cl:1][C:2]1[C:3](I)=[N:4][CH:5]=[CH:6][CH:7]=1.[CH2:9](B(O)O)[CH:10]([CH3:12])[CH3:11].C(=O)([O-])[O-].[K+].[K+].CCOC(C)=O, predict the reaction product. The product is: [Cl:1][C:2]1[C:3]([CH2:9][CH:10]([CH3:12])[CH3:11])=[N:4][CH:5]=[CH:6][CH:7]=1. (3) The product is: [Cl:10][C:11]1[CH:19]=[CH:18][C:14]([C:15](=[O:16])[N:65]([CH2:64][C:63]2[CH:67]=[CH:68][CH:69]=[C:61]([Cl:60])[CH:62]=2)[CH3:66])=[CH:13][C:12]=1[NH:20][C:21]([C:23]1[C:34](=[O:35])[NH:33][C:26]2[N:27]=[C:28]([O:31][CH3:32])[N:29]=[CH:30][C:25]=2[CH:24]=1)=[O:22]. Given the reactants C(N(C(C)C)CC)(C)C.[Cl:10][C:11]1[CH:19]=[CH:18][C:14]([C:15](O)=[O:16])=[CH:13][C:12]=1[NH:20][C:21]([C:23]1[C:34](=[O:35])[NH:33][C:26]2[N:27]=[C:28]([O:31][CH3:32])[N:29]=[CH:30][C:25]=2[CH:24]=1)=[O:22].CN(C(ON1N=NC2C=CC=NC1=2)=[N+](C)C)C.F[P-](F)(F)(F)(F)F.[Cl:60][C:61]1[CH:62]=[C:63]([CH:67]=[CH:68][CH:69]=1)[CH2:64][NH:65][CH3:66], predict the reaction product. (4) Given the reactants [Cl:1][C:2]1[CH:3]=[C:4]([NH:22][C:23]2[C:33]3[CH:32]=[C:31]([C:34]([O:36]C)=[O:35])[CH2:30][CH2:29][NH:28][C:27]=3[N:26]=[CH:25][N:24]=2)[CH:5]=[CH:6][C:7]=1[O:8][C:9]1[CH:14]=[CH:13][CH:12]=[C:11]([S:15]([CH2:18][CH:19]2[CH2:21][CH2:20]2)(=[O:17])=[O:16])[CH:10]=1.[OH-].[Na+].Cl, predict the reaction product. The product is: [Cl:1][C:2]1[CH:3]=[C:4]([NH:22][C:23]2[C:33]3[CH:32]=[C:31]([C:34]([OH:36])=[O:35])[CH2:30][CH2:29][NH:28][C:27]=3[N:26]=[CH:25][N:24]=2)[CH:5]=[CH:6][C:7]=1[O:8][C:9]1[CH:14]=[CH:13][CH:12]=[C:11]([S:15]([CH2:18][CH:19]2[CH2:20][CH2:21]2)(=[O:17])=[O:16])[CH:10]=1. (5) Given the reactants Cl[C:2]1[C:3](=[O:18])[N:4]([CH:15]([CH3:17])[CH3:16])[S:5](=[O:14])(=[O:13])[C:6]=1[C:7]1[CH:12]=[CH:11][CH:10]=[CH:9][CH:8]=1.[NH2:19][CH2:20][CH2:21][C:22]1[CH:23]=[C:24]([CH:27]=[CH:28][CH:29]=1)[C:25]#[N:26], predict the reaction product. The product is: [CH:15]([N:4]1[C:3](=[O:18])[C:2]([NH:19][CH2:20][CH2:21][C:22]2[CH:23]=[C:24]([CH:27]=[CH:28][CH:29]=2)[C:25]#[N:26])=[C:6]([C:7]2[CH:12]=[CH:11][CH:10]=[CH:9][CH:8]=2)[S:5]1(=[O:14])=[O:13])([CH3:17])[CH3:16]. (6) Given the reactants [F-].[K+].Cl[C:4]1[C:9]2[N:10]([CH2:13][C:14]3[CH:19]=[CH:18][C:17]([C:20]([F:23])([F:22])[F:21])=[CH:16][CH:15]=3)[CH:11]=[N:12][C:8]=2[CH:7]=[C:6]([Cl:24])[N:5]=1.Cl.[CH:26]1([C@H:30]([NH2:32])[CH3:31])[CH2:29][CH2:28][CH2:27]1.C1CCN2C(=NCCC2)CC1, predict the reaction product. The product is: [Cl:24][C:6]1[N:5]=[C:4]([NH:32][C@@H:30]([CH:26]2[CH2:29][CH2:28][CH2:27]2)[CH3:31])[C:9]2[N:10]([CH2:13][C:14]3[CH:19]=[CH:18][C:17]([C:20]([F:23])([F:22])[F:21])=[CH:16][CH:15]=3)[CH:11]=[N:12][C:8]=2[CH:7]=1. (7) Given the reactants [CH3:1][N:2]1[C:6]([NH2:7])=[CH:5][C:4]([C:8]2[CH:13]=[CH:12][CH:11]=[CH:10][N:9]=2)=[N:3]1.[Cl:14][C:15]1[CH:22]=[CH:21][C:18]([CH:19]=O)=[C:17]([CH3:23])[CH:16]=1.[C:24](O)(=[O:27])[CH2:25][SH:26], predict the reaction product. The product is: [Cl:14][C:15]1[CH:22]=[CH:21][C:18]([CH:19]2[S:26][CH2:25][C:24](=[O:27])[NH:7][C:6]3[N:2]([CH3:1])[N:3]=[C:4]([C:8]4[CH:13]=[CH:12][CH:11]=[CH:10][N:9]=4)[C:5]2=3)=[C:17]([CH3:23])[CH:16]=1. (8) The product is: [C:1]([C:5]1[CH:6]=[C:7]2[C:12](=[C:13]([F:15])[CH:14]=1)[C:11](=[O:16])[N:10]([C:17]1[CH:22]=[CH:21][CH:20]=[C:19]([C:23]3[CH:28]=[C:27]([NH:29][C:30]4[N:31]=[CH:32][C:33]([CH:36]5[CH2:41][CH2:40][N:39]([CH2:58][C:59]([F:62])([F:61])[F:60])[CH2:38][CH2:37]5)=[CH:34][CH:35]=4)[C:26](=[O:42])[N:25]([CH3:43])[N:24]=3)[C:18]=1[CH2:44][OH:45])[N:9]=[CH:8]2)([CH3:4])([CH3:2])[CH3:3]. Given the reactants [C:1]([C:5]1[CH:6]=[C:7]2[C:12](=[C:13]([F:15])[CH:14]=1)[C:11](=[O:16])[N:10]([C:17]1[CH:22]=[CH:21][CH:20]=[C:19]([C:23]3[CH:28]=[C:27]([NH:29][C:30]4[CH:35]=[CH:34][C:33]([CH:36]5[CH2:41][CH2:40][NH:39][CH2:38][CH2:37]5)=[CH:32][N:31]=4)[C:26](=[O:42])[N:25]([CH3:43])[N:24]=3)[C:18]=1[CH2:44][OH:45])[N:9]=[CH:8]2)([CH3:4])([CH3:3])[CH3:2].C(=O)([O-])[O-].[K+].[K+].FC(F)(F)S(O[CH2:58][C:59]([F:62])([F:61])[F:60])(=O)=O.CCOC(C)=O, predict the reaction product. (9) Given the reactants F[C:2]1[CH:7]=[CH:6][CH:5]=[CH:4][C:3]=1[CH:8]([NH:12][C:13]([O:15][CH3:16])=[O:14])[C:9]([OH:11])=[O:10].NC(C1C=CC=C(OC)C=1)[C:19](O)=[O:20], predict the reaction product. The product is: [CH3:16][O:15][C:13]([NH:12][CH:8]([C:3]1[CH:4]=[CH:5][CH:6]=[C:7]([O:20][CH3:19])[CH:2]=1)[C:9]([OH:11])=[O:10])=[O:14].